The task is: Predict the reactants needed to synthesize the given product.. This data is from Full USPTO retrosynthesis dataset with 1.9M reactions from patents (1976-2016). The reactants are: [NH2:1][C:2]1[S:3][C:4]([C:8]2[CH:13]=[CH:12][N:11]=[C:10]([NH:14][C:15]3[CH:20]=[CH:19][C:18]([N:21]4[CH2:26][CH2:25][N:24](C(=O)C)[CH2:23][CH2:22]4)=[CH:17][CH:16]=3)[N:9]=2)=[C:5]([CH3:7])[N:6]=1. Given the product [NH2:1][C:2]1[S:3][C:4]([C:8]2[CH:13]=[CH:12][N:11]=[C:10]([NH:14][C:15]3[CH:20]=[CH:19][C:18]([N:21]4[CH2:26][CH2:25][NH:24][CH2:23][CH2:22]4)=[CH:17][CH:16]=3)[N:9]=2)=[C:5]([CH3:7])[N:6]=1, predict the reactants needed to synthesize it.